From a dataset of Reaction yield outcomes from USPTO patents with 853,638 reactions. Predict the reaction yield, written as a fraction of the theoretical maximum amount of product (1.0 means a 100% yield; for example, 0.34 means a 34% yield). (1) The reactants are [CH2:1]([O:3][C:4](=[O:20])[C:5](O)=[CH:6][C:7]([C:9]1[C:17]2[C:12](=[CH:13][CH:14]=[C:15]([Cl:18])[CH:16]=2)[NH:11][CH:10]=1)=[O:8])[CH3:2].C(O)(=O)C.[CH3:25][NH2:26]. The catalyst is CCO. The product is [CH2:1]([O:3][C:4](=[O:20])[C:5]([NH:26][CH3:25])=[CH:6][C:7]([C:9]1[C:17]2[C:12](=[CH:13][CH:14]=[C:15]([Cl:18])[CH:16]=2)[NH:11][CH:10]=1)=[O:8])[CH3:2]. The yield is 0.380. (2) The reactants are C([N:8]([C:25](=[O:47])[C@H:26]([CH2:35][CH2:36][CH2:37][CH2:38][NH:39][C:40]([O:42][C:43]([CH3:46])([CH3:45])[CH3:44])=[O:41])[NH:27][C:28]([O:30][C:31]([CH3:34])([CH3:33])[CH3:32])=[O:29])[C@H:9]([C:22]([OH:24])=[O:23])[CH2:10][CH2:11][CH2:12][CH2:13][NH:14][C:15]([O:17][C:18]([CH3:21])([CH3:20])[CH3:19])=[O:16])C1C=CC=CC=1. The catalyst is CO.[Pd]. The product is [C:31]([O:30][C:28]([NH:27][C@H:26]([C:25]([NH:8][C@H:9]([C:22]([OH:24])=[O:23])[CH2:10][CH2:11][CH2:12][CH2:13][NH:14][C:15]([O:17][C:18]([CH3:21])([CH3:20])[CH3:19])=[O:16])=[O:47])[CH2:35][CH2:36][CH2:37][CH2:38][NH:39][C:40]([O:42][C:43]([CH3:46])([CH3:45])[CH3:44])=[O:41])=[O:29])([CH3:32])([CH3:33])[CH3:34]. The yield is 0.960. (3) The product is [F:23][C:24]([F:37])([F:36])[S:25]([O:12][C:1]1[C:10]2[C:5](=[C:6]([O:11][S:25]([C:24]([F:23])([F:36])[F:37])(=[O:26])=[O:27])[CH:7]=[CH:8][CH:9]=2)[CH:4]=[CH:3][CH:2]=1)(=[O:27])=[O:26]. The yield is 0.740. The catalyst is O. The reactants are [C:1]1([OH:12])[C:10]2[CH:9]=[CH:8][CH:7]=[C:6]([OH:11])[C:5]=2[CH:4]=[CH:3][CH:2]=1.C(NC(C)C)(C)C.ClCCl.[F:23][C:24]([F:37])([F:36])[S:25](O[S:25]([C:24]([F:37])([F:36])[F:23])(=[O:27])=[O:26])(=[O:27])=[O:26]. (4) The reactants are [Cl:1][C:2]1[CH:3]=[C:4]2[C:9](=[CH:10][C:11]=1[O:12][C:13]1[CH:18]=[CH:17][C:16]([C:19](=[O:34])[NH:20][CH:21]3[CH2:26][CH2:25][CH2:24][CH:23]([C:27]4[CH:32]=[CH:31][C:30]([Cl:33])=[CH:29][CH:28]=4)[CH2:22]3)=[CH:15][CH:14]=1)[O:8][CH2:7][CH2:6][CH:5]2[C:35]([OH:37])=[O:36].C[O-].[Na+:40]. The catalyst is CO. The product is [Cl:1][C:2]1[CH:3]=[C:4]2[C:9](=[CH:10][C:11]=1[O:12][C:13]1[CH:14]=[CH:15][C:16]([C:19](=[O:34])[NH:20][CH:21]3[CH2:26][CH2:25][CH2:24][CH:23]([C:27]4[CH:28]=[CH:29][C:30]([Cl:33])=[CH:31][CH:32]=4)[CH2:22]3)=[CH:17][CH:18]=1)[O:8][CH2:7][CH2:6][CH:5]2[C:35]([O-:37])=[O:36].[Na+:40]. The yield is 0.991. (5) The reactants are [NH2:1][C:2]1[CH:3]=[C:4]([OH:9])[CH:5]=[CH:6][C:7]=1[CH3:8].CC(C)([O-])C.[K+].I[C:17]1[CH:18]=[CH:19][C:20]2[N:21]([CH:23]=[C:24]([NH:26][C:27](=[O:29])[CH3:28])[N:25]=2)[N:22]=1.C(=O)([O-])[O-].[K+].[K+]. The catalyst is CN(C)C=O.[Cl-].[Na+].O. The product is [NH2:1][C:2]1[CH:3]=[C:4]([CH:5]=[CH:6][C:7]=1[CH3:8])[O:9][C:17]1[CH:18]=[CH:19][C:20]2[N:21]([CH:23]=[C:24]([NH:26][C:27](=[O:29])[CH3:28])[N:25]=2)[N:22]=1. The yield is 0.420. (6) The reactants are [CH3:1][O:2][C:3]1[CH:15]=[C:14]([O:16][CH3:17])[CH:13]=[C:12]([O:18][CH3:19])[C:4]=1[CH2:5][S:6][C:7](=[NH:11])[CH2:8][C:9]#[N:10].[N:20]1[CH:25]=[CH:24][CH:23]=[C:22]([N:26]=[C:27]=[S:28])[CH:21]=1. The catalyst is C(OCC)(=O)C. The product is [CH3:19][O:18][C:12]1[CH:13]=[C:14]([O:16][CH3:17])[CH:15]=[C:3]([O:2][CH3:1])[C:4]=1[CH2:5][S:6][C:7](=[NH:11])[C:8]([C:9]#[N:10])=[C:27]([SH:28])[NH:26][C:22]1[CH:21]=[N:20][CH:25]=[CH:24][CH:23]=1. The yield is 0.590. (7) The reactants are [Cl:1][C:2]1[C:11]2[C:6](=[CH:7][CH:8]=[CH:9][CH:10]=2)[CH:5]=[CH:4][C:3]=1[S:12]([CH2:15][CH2:16][NH:17][CH2:18][C:19]1[O:20][CH:21]=[CH:22][CH:23]=1)(=[O:14])=[O:13].Cl[C:25]1C2C(=CC=CC=2)C=CC=1SCCNCC1OC(C)=CC=1. No catalyst specified. The product is [Cl:1][C:2]1[C:11]2[C:6](=[CH:7][CH:8]=[CH:9][CH:10]=2)[CH:5]=[CH:4][C:3]=1[S:12]([CH2:15][CH2:16][NH:17][CH2:18][C:19]1[O:20][C:21]([CH3:25])=[CH:22][CH:23]=1)(=[O:14])=[O:13]. The yield is 0.590. (8) The reactants are [CH3:1][C:2]([CH3:15])([CH2:6][O:7][Si:8]([CH3:14])([CH3:13])[C:9]([CH3:12])([CH3:11])[CH3:10])[C:3]([OH:5])=[O:4].C1(N=C=NC2CCCCC2)CCCCC1.O[CH2:32][CH2:33][N:34]1[CH2:39][CH2:38][O:37][CH2:36][CH2:35]1. The catalyst is ClCCl. The product is [CH3:1][C:2]([CH3:15])([CH2:6][O:7][Si:8]([CH3:14])([CH3:13])[C:9]([CH3:10])([CH3:12])[CH3:11])[C:3]([O:5][CH2:32][CH2:33][N:34]1[CH2:39][CH2:38][O:37][CH2:36][CH2:35]1)=[O:4]. The yield is 0.170. (9) The reactants are [C:1]([NH:4][C:5]1[N:6]=[C:7](Cl)[C:8]2[S:13][C:12](=[O:14])[N:11]([C@@H:15]3[O:27][C@H:26]([CH2:28][O:29][C:30](=[O:32])[CH3:31])[C@@H:21]([O:22][C:23](=[O:25])[CH3:24])[C@H:16]3[O:17][C:18](=[O:20])[CH3:19])[C:9]=2[N:10]=1)(=[O:3])[CH3:2].C([O-])(=O)C.[Na+]. The catalyst is [Pd].C(O)C. The product is [C:1]([NH:4][C:5]1[N:6]=[CH:7][C:8]2[S:13][C:12](=[O:14])[N:11]([C@@H:15]3[O:27][C@H:26]([CH2:28][O:29][C:30](=[O:32])[CH3:31])[C@@H:21]([O:22][C:23](=[O:25])[CH3:24])[C@H:16]3[O:17][C:18](=[O:20])[CH3:19])[C:9]=2[N:10]=1)(=[O:3])[CH3:2]. The yield is 0.900. (10) The reactants are [OH-].[K+].[F:3][C:4]1[CH:9]=[CH:8][C:7]([C:10]2[C:15]([C:16]3[CH:21]=[CH:20][N:19]=[CH:18][CH:17]=3)=[C:14]([C:22]3[CH:27]=[CH:26][C:25]([F:28])=[CH:24][CH:23]=3)[N:13]=[C:12]3[NH:29][N:30]=[C:31]([C:32]#[N:33])[C:11]=23)=[CH:6][CH:5]=1.O.CC[O:37]C(C)=O. The catalyst is CC(O)(C)C. The product is [F:3][C:4]1[CH:9]=[CH:8][C:7]([C:10]2[C:15]([C:16]3[CH:21]=[CH:20][N:19]=[CH:18][CH:17]=3)=[C:14]([C:22]3[CH:27]=[CH:26][C:25]([F:28])=[CH:24][CH:23]=3)[N:13]=[C:12]3[NH:29][N:30]=[C:31]([C:32]([NH2:33])=[O:37])[C:11]=23)=[CH:6][CH:5]=1. The yield is 0.280.